This data is from Peptide-MHC class II binding affinity with 134,281 pairs from IEDB. The task is: Regression. Given a peptide amino acid sequence and an MHC pseudo amino acid sequence, predict their binding affinity value. This is MHC class II binding data. (1) The peptide sequence is LLQEYNWELADQPQNLEEIL. The MHC is DRB1_0401 with pseudo-sequence DRB1_0401. The binding affinity (normalized) is 0. (2) The peptide sequence is EDSALLEDPAGT. The binding affinity (normalized) is 0. The MHC is DRB1_0405 with pseudo-sequence DRB1_0405. (3) The peptide sequence is AFKVAATAANAAPWN. The MHC is DRB1_0701 with pseudo-sequence DRB1_0701. The binding affinity (normalized) is 0.754. (4) The peptide sequence is EWATPFPHRKGVLFN. The MHC is HLA-DQA10501-DQB10201 with pseudo-sequence HLA-DQA10501-DQB10201. The binding affinity (normalized) is 0.137. (5) The peptide sequence is SNNGIKQQGIRYANP. The MHC is HLA-DPA10301-DPB10402 with pseudo-sequence HLA-DPA10301-DPB10402. The binding affinity (normalized) is 0.0667. (6) The peptide sequence is RNMTMSMSMILVGVI. The MHC is DRB1_0802 with pseudo-sequence DRB1_0802. The binding affinity (normalized) is 0.222.